From a dataset of NCI-60 drug combinations with 297,098 pairs across 59 cell lines. Regression. Given two drug SMILES strings and cell line genomic features, predict the synergy score measuring deviation from expected non-interaction effect. (1) Drug 1: CN1CCC(CC1)COC2=C(C=C3C(=C2)N=CN=C3NC4=C(C=C(C=C4)Br)F)OC. Drug 2: C1=CC=C(C(=C1)C(C2=CC=C(C=C2)Cl)C(Cl)Cl)Cl. Cell line: EKVX. Synergy scores: CSS=22.0, Synergy_ZIP=1.76, Synergy_Bliss=3.21, Synergy_Loewe=-29.9, Synergy_HSA=3.62. (2) Drug 1: CNC(=O)C1=CC=CC=C1SC2=CC3=C(C=C2)C(=NN3)C=CC4=CC=CC=N4. Drug 2: C1=NC2=C(N=C(N=C2N1C3C(C(C(O3)CO)O)O)F)N. Cell line: IGROV1. Synergy scores: CSS=-3.94, Synergy_ZIP=5.68, Synergy_Bliss=-3.63, Synergy_Loewe=-5.19, Synergy_HSA=-4.59. (3) Drug 1: CC1CCC2CC(C(=CC=CC=CC(CC(C(=O)C(C(C(=CC(C(=O)CC(OC(=O)C3CCCCN3C(=O)C(=O)C1(O2)O)C(C)CC4CCC(C(C4)OC)O)C)C)O)OC)C)C)C)OC. Drug 2: CS(=O)(=O)CCNCC1=CC=C(O1)C2=CC3=C(C=C2)N=CN=C3NC4=CC(=C(C=C4)OCC5=CC(=CC=C5)F)Cl. Cell line: NCI/ADR-RES. Synergy scores: CSS=23.6, Synergy_ZIP=1.36, Synergy_Bliss=5.22, Synergy_Loewe=6.28, Synergy_HSA=6.83. (4) Cell line: SW-620. Synergy scores: CSS=0.0775, Synergy_ZIP=-0.0632, Synergy_Bliss=-1.33, Synergy_Loewe=-1.62, Synergy_HSA=-3.09. Drug 2: COCCOC1=C(C=C2C(=C1)C(=NC=N2)NC3=CC=CC(=C3)C#C)OCCOC.Cl. Drug 1: C(CN)CNCCSP(=O)(O)O. (5) Drug 1: CS(=O)(=O)OCCCCOS(=O)(=O)C. Drug 2: COC1=C2C(=CC3=C1OC=C3)C=CC(=O)O2. Cell line: OVCAR-4. Synergy scores: CSS=0.657, Synergy_ZIP=-1.01, Synergy_Bliss=-1.19, Synergy_Loewe=-17.5, Synergy_HSA=-1.86.